This data is from Forward reaction prediction with 1.9M reactions from USPTO patents (1976-2016). The task is: Predict the product of the given reaction. (1) Given the reactants [Cl:1][C:2]([C:7]([CH3:10])([CH3:9])[CH3:8])=[CH:3][C:4]([OH:6])=[O:5].S(Cl)(Cl)=O.O.[CH3:16]O, predict the reaction product. The product is: [Cl:1][C:2]([C:7]([CH3:10])([CH3:9])[CH3:8])=[CH:3][C:4]([O:6][CH3:16])=[O:5]. (2) Given the reactants [Cl:1][C:2]1[C:3]2[N:11]=[N:10][N:9]([CH2:12][C:13]3[CH:18]=[C:17]([O:19][CH3:20])[C:16]([O:21][CH3:22])=[C:15]([O:23][CH3:24])[CH:14]=3)[C:4]=2[N:5]=[C:6]([NH2:8])[N:7]=1.C1C(=O)N([Br:32])C(=O)C1, predict the reaction product. The product is: [Cl:1][C:2]1[C:3]2[N:11]=[N:10][N:9]([CH2:12][C:13]3[CH:14]=[C:15]([O:23][CH3:24])[C:16]([O:21][CH3:22])=[C:17]([O:19][CH3:20])[C:18]=3[Br:32])[C:4]=2[N:5]=[C:6]([NH2:8])[N:7]=1. (3) Given the reactants C(O)(=O)C1C=CC=CC=1.[C:10]([NH2:14])([CH3:13])([CH3:12])[CH3:11].CCN(C(C)C)C(C)C.[Cl:24][C:25]1[C:33]([S:34](NC)(=[O:36])=[O:35])=[CH:32][CH:31]=[C:30]([Cl:39])[C:26]=1[C:27]([OH:29])=[O:28], predict the reaction product. The product is: [Cl:24][C:25]1[C:33]([S:34]([NH:14][C:10]([CH3:13])([CH3:12])[CH3:11])(=[O:36])=[O:35])=[CH:32][CH:31]=[C:30]([Cl:39])[C:26]=1[C:27]([OH:29])=[O:28]. (4) Given the reactants [OH-].[Na+].[Br:3][C:4]1[N:8]2[CH:9]=[C:10]([C:17]3[CH:21]=[CH:20][O:19][CH:18]=3)[CH:11]=[C:12]([C:13]([F:16])([F:15])[F:14])[C:7]2=[N:6][C:5]=1[C:22]([O:24]C)=[O:23].Cl, predict the reaction product. The product is: [Br:3][C:4]1[N:8]2[CH:9]=[C:10]([C:17]3[CH:21]=[CH:20][O:19][CH:18]=3)[CH:11]=[C:12]([C:13]([F:15])([F:14])[F:16])[C:7]2=[N:6][C:5]=1[C:22]([OH:24])=[O:23]. (5) Given the reactants N#N.[C:3]([SiH2:7][O:8][C:9]([CH3:18])([CH3:17])[C:10]1[O:14][N:13]=[C:12]([CH2:15][OH:16])[CH:11]=1)([CH3:6])([CH3:5])[CH3:4], predict the reaction product. The product is: [C:3]([SiH2:7][O:8][C:9]([CH3:18])([CH3:17])[C:10]1[O:14][N:13]=[C:12]([CH:15]=[O:16])[CH:11]=1)([CH3:6])([CH3:4])[CH3:5].